From a dataset of Reaction yield outcomes from USPTO patents with 853,638 reactions. Predict the reaction yield, written as a fraction of the theoretical maximum amount of product (1.0 means a 100% yield; for example, 0.34 means a 34% yield). (1) No catalyst specified. The product is [CH2:16]([O:15][C:9]1[CH:10]=[CH:11][NH:12][C:13](=[O:20])[C:3]=1[C:4]([O:6][CH2:7][CH3:8])=[O:5])[CH3:17]. The yield is 0.666. The reactants are C([C:3](=[C:9]([O:15][CH2:16][CH3:17])[CH:10]=[CH:11][N:12](C)[CH3:13])[C:4]([O:6][CH2:7][CH3:8])=[O:5])#N.CC(O)=[O:20]. (2) The product is [NH2:13][C:12]1[CH:11]=[CH:10][C:5]([C:6]([O:8][CH3:9])=[O:7])=[CH:4][C:3]=1[O:2][CH3:1]. The yield is 0.780. The catalyst is CCO.[Pd]. The reactants are [CH3:1][O:2][C:3]1[CH:4]=[C:5]([CH:10]=[CH:11][C:12]=1[N+:13]([O-])=O)[C:6]([O:8][CH3:9])=[O:7]. (3) The reactants are [NH:1]1[CH:5]=[C:4]([NH:6][C:7]([C:9]2[C:17]3[C:12](=[CH:13][C:14]([C:18]4[CH:22]=[CH:21][N:20](C5CCCCO5)[N:19]=4)=[CH:15][CH:16]=3)[N:11](COCC[Si](C)(C)C)[N:10]=2)=[O:8])[CH:3]=[N:2]1.C(P(CCCC)CCCC)CCC.[CH3:50][N:51]([CH3:62])[CH2:52][CH2:53][CH:54]([C:56]1[CH:61]=[CH:60][CH:59]=[CH:58][CH:57]=1)O.CN(C(N=NC(N(C)C)=O)=O)C. The catalyst is C1COCC1.CCOC(C)=O. The product is [CH3:62][N:51]([CH3:50])[CH2:52][CH2:53][CH:54]([N:1]1[CH:5]=[C:4]([NH:6][C:7]([C:9]2[C:17]3[C:12](=[CH:13][C:14]([C:18]4[CH:22]=[CH:21][NH:20][N:19]=4)=[CH:15][CH:16]=3)[NH:11][N:10]=2)=[O:8])[CH:3]=[N:2]1)[C:56]1[CH:61]=[CH:60][CH:59]=[CH:58][CH:57]=1. The yield is 0.750.